Regression. Given two drug SMILES strings and cell line genomic features, predict the synergy score measuring deviation from expected non-interaction effect. From a dataset of NCI-60 drug combinations with 297,098 pairs across 59 cell lines. (1) Drug 1: CNC(=O)C1=CC=CC=C1SC2=CC3=C(C=C2)C(=NN3)C=CC4=CC=CC=N4. Drug 2: CC1C(C(CC(O1)OC2CC(OC(C2O)C)OC3=CC4=CC5=C(C(=O)C(C(C5)C(C(=O)C(C(C)O)O)OC)OC6CC(C(C(O6)C)O)OC7CC(C(C(O7)C)O)OC8CC(C(C(O8)C)O)(C)O)C(=C4C(=C3C)O)O)O)O. Cell line: RPMI-8226. Synergy scores: CSS=0.523, Synergy_ZIP=35.7, Synergy_Bliss=27.0, Synergy_Loewe=23.3, Synergy_HSA=21.9. (2) Drug 1: CC1=C(C=C(C=C1)NC2=NC=CC(=N2)N(C)C3=CC4=NN(C(=C4C=C3)C)C)S(=O)(=O)N.Cl. Drug 2: CS(=O)(=O)CCNCC1=CC=C(O1)C2=CC3=C(C=C2)N=CN=C3NC4=CC(=C(C=C4)OCC5=CC(=CC=C5)F)Cl. Cell line: U251. Synergy scores: CSS=19.8, Synergy_ZIP=-3.87, Synergy_Bliss=3.68, Synergy_Loewe=3.60, Synergy_HSA=4.39. (3) Drug 1: CCC1(CC2CC(C3=C(CCN(C2)C1)C4=CC=CC=C4N3)(C5=C(C=C6C(=C5)C78CCN9C7C(C=CC9)(C(C(C8N6C=O)(C(=O)OC)O)OC(=O)C)CC)OC)C(=O)OC)O.OS(=O)(=O)O. Drug 2: CS(=O)(=O)CCNCC1=CC=C(O1)C2=CC3=C(C=C2)N=CN=C3NC4=CC(=C(C=C4)OCC5=CC(=CC=C5)F)Cl. Cell line: SNB-19. Synergy scores: CSS=37.2, Synergy_ZIP=10.8, Synergy_Bliss=14.1, Synergy_Loewe=-10.8, Synergy_HSA=11.2.